This data is from Reaction yield outcomes from USPTO patents with 853,638 reactions. The task is: Predict the reaction yield, written as a fraction of the theoretical maximum amount of product (1.0 means a 100% yield; for example, 0.34 means a 34% yield). (1) The yield is 0.310. The product is [CH3:25][O:24][C:14]([C:15]1[C:16]([C:17]2[CH:18]=[CH:19][CH:20]=[CH:21][CH:22]=2)=[CH:12][NH:11][CH:10]=1)=[O:23]. The reactants are C1(C)C=CC(S([CH2:10][N+:11]#[C-:12])(=O)=O)=CC=1.[C:14]([O:24][CH3:25])(=[O:23])/[CH:15]=[CH:16]/[C:17]1[CH:22]=[CH:21][CH:20]=[CH:19][CH:18]=1.[H-].[Na+].O. The catalyst is C(OCC)C.CS(C)=O. (2) The reactants are [Cl:1][C:2]1[CH:3]=[C:4]([C:8]2[N:13]=[C:12]3[CH2:14][CH2:15][CH2:16][C:11]3=[C:10]([NH:17][C:18]3[CH:23]=[CH:22]C(C=C)=[CH:20][CH:19]=3)[CH:9]=2)[CH:5]=[CH:6][CH:7]=1.C[N+]1([O-])CC[O:30]CC1.[CH3:34][C:35]([CH3:37])=[O:36]. The catalyst is O.C(=O)(O)[O-].[Na+]. The product is [ClH:1].[Cl:1][C:2]1[CH:3]=[C:4]([C:8]2[N:13]=[C:12]3[CH2:14][CH2:15][CH2:16][C:11]3=[C:10]([NH:17][C:18]3[CH:23]=[CH:22][C:34]([CH:35]([OH:36])[CH2:37][OH:30])=[CH:20][CH:19]=3)[CH:9]=2)[CH:5]=[CH:6][CH:7]=1. The yield is 0.320. (3) The reactants are [I:1][C:2]1[CH:9]=[CH:8][C:5]([CH2:6][NH2:7])=[CH:4][CH:3]=1.[C:10]1([S:16](Cl)(=[O:18])=[O:17])[CH:15]=[CH:14][CH:13]=[CH:12][CH:11]=1. The catalyst is N1C=CC=CC=1.C(OCC)(=O)C. The product is [I:1][C:2]1[CH:9]=[CH:8][C:5]([CH2:6][NH:7][S:16]([C:10]2[CH:15]=[CH:14][CH:13]=[CH:12][CH:11]=2)(=[O:18])=[O:17])=[CH:4][CH:3]=1. The yield is 0.830. (4) The reactants are [C:1]([C:5]1[CH:10]=[CH:9][C:8]([N+:11]([O-])=O)=[CH:7][C:6]=1[S:14]([NH2:17])(=[O:16])=[O:15])([CH3:4])([CH3:3])[CH3:2].O.O.Cl[Sn]Cl.C([O-])(O)=O.[Na+]. The catalyst is CCO.CCOC(C)=O.O. The product is [C:1]([C:5]1[CH:10]=[CH:9][C:8]([NH2:11])=[CH:7][C:6]=1[S:14]([NH2:17])(=[O:15])=[O:16])([CH3:4])([CH3:2])[CH3:3]. The yield is 1.00. (5) The reactants are [BH4-].[Na+].C(O)C.[Cl:6][C:7]1[CH:12]=[CH:11][C:10]([C:13]2([CH3:28])[C:17]([C:18]3[CH:23]=[CH:22][C:21]([Cl:24])=[C:20]([F:25])[CH:19]=3)=[N:16][S:15](=[O:27])(=[O:26])[NH:14]2)=[CH:9][N:8]=1. The catalyst is C(OCC)(=O)C. The product is [Cl:6][C:7]1[CH:12]=[CH:11][C:10]([C@:13]2([CH3:28])[C@H:17]([C:18]3[CH:23]=[CH:22][C:21]([Cl:24])=[C:20]([F:25])[CH:19]=3)[NH:16][S:15](=[O:26])(=[O:27])[NH:14]2)=[CH:9][N:8]=1. The yield is 0.590. (6) The reactants are [C:1]([O:5][C:6]([N:8]1[CH2:13][CH:12]2[CH:10]([O:11]2)[CH2:9]1)=[O:7])([CH3:4])([CH3:3])[CH3:2].[Cl:14][C:15]1[CH:20]=[CH:19][C:18]([C:21]([N:23]2[CH2:28][CH2:27][NH:26][CH2:25][CH2:24]2)=[O:22])=[CH:17][CH:16]=1. The catalyst is CC#N. The product is [C:1]([O:5][C:6]([N:8]1[CH2:9][CH:10]([OH:11])[CH:12]([N:26]2[CH2:25][CH2:24][N:23]([C:21](=[O:22])[C:18]3[CH:17]=[CH:16][C:15]([Cl:14])=[CH:20][CH:19]=3)[CH2:28][CH2:27]2)[CH2:13]1)=[O:7])([CH3:2])([CH3:3])[CH3:4]. The yield is 0.920. (7) The reactants are FC(F)(F)C(O)=O.[C:8]([C:10]1[N:14]2[CH2:15][C@:16]([C:28]3[CH:33]=[C:32]([NH:34][C:35]([C:37]4[CH:42]=[CH:41][C:40]([F:43])=[CH:39][N:38]=4)=[O:36])[CH:31]=[CH:30][C:29]=3[F:44])([CH3:27])[N:17]=[C:18]([NH:19]C(=O)OC(C)(C)C)[C:13]2=[N:12][CH:11]=1)#[N:9]. The catalyst is C(Cl)Cl. The product is [NH2:19][C:18]1[C:13]2[N:14]([C:10]([C:8]#[N:9])=[CH:11][N:12]=2)[CH2:15][C@:16]([C:28]2[CH:33]=[C:32]([NH:34][C:35]([C:37]3[CH:42]=[CH:41][C:40]([F:43])=[CH:39][N:38]=3)=[O:36])[CH:31]=[CH:30][C:29]=2[F:44])([CH3:27])[N:17]=1. The yield is 0.780. (8) The reactants are [F:1][C:2]1[CH:34]=[CH:33][C:5]([CH2:6][N:7]2[C:16](=[O:17])[C:15]([C:18]3[NH:23][C:22]4[CH:24]=[CH:25][C:26](I)=[CH:27][C:21]=4[S:20](=[O:30])(=[O:29])[N:19]=3)=[C:14]([OH:31])[C@H:13]3[C@@H:8]2[C@H:9]2[CH2:32][C@@H:12]3[CH2:11][CH2:10]2)=[CH:4][CH:3]=1.[N:35]1[CH:40]=[CH:39][CH:38]=[C:37]([S:41]([NH2:44])(=[O:43])=[O:42])[CH:36]=1.N(CC(O)=O)C.P([O-])([O-])([O-])=O.[K+].[K+].[K+]. The catalyst is CN(C)C=O.[Cu]I. The product is [F:1][C:2]1[CH:34]=[CH:33][C:5]([CH2:6][N:7]2[C:16](=[O:17])[C:15]([C:18]3[NH:23][C:22]4[CH:24]=[CH:25][C:26]([NH:44][S:41]([C:37]5[CH:36]=[N:35][CH:40]=[CH:39][CH:38]=5)(=[O:43])=[O:42])=[CH:27][C:21]=4[S:20](=[O:30])(=[O:29])[N:19]=3)=[C:14]([OH:31])[C@H:13]3[C@@H:8]2[C@H:9]2[CH2:32][C@@H:12]3[CH2:11][CH2:10]2)=[CH:4][CH:3]=1. The yield is 0.540. (9) The reactants are Cl.[Cl:2][C:3]1[CH:4]=[C:5]([S:10]([NH:13][C:14]2[CH:19]=[CH:18][C:17]([F:20])=[C:16]([NH:21][C:22]3[C:27]([C:28]4[N:36]=[CH:35][N:34]=[C:33]5[C:29]=4[N:30]=[CH:31][N:32]5C4CCCCO4)=[CH:26][CH:25]=[CH:24][N:23]=3)[C:15]=2[F:43])(=[O:12])=[O:11])[CH:6]=[CH:7][C:8]=1[Cl:9]. No catalyst specified. The product is [N:36]1[C:28]([C:27]2[C:22]([NH:21][C:16]3[C:15]([F:43])=[C:14]([NH:13][S:10]([C:5]4[CH:6]=[CH:7][C:8]([Cl:9])=[C:3]([Cl:2])[CH:4]=4)(=[O:12])=[O:11])[CH:19]=[CH:18][C:17]=3[F:20])=[N:23][CH:24]=[CH:25][CH:26]=2)=[C:29]2[C:33]([NH:32][CH:31]=[N:30]2)=[N:34][CH:35]=1. The yield is 0.810. (10) The reactants are Br[C:2]1[C:7]([CH3:8])=[CH:6][C:5]([F:9])=[CH:4][N:3]=1.[C:10](=[N:23][NH2:24])([C:17]1[CH:22]=[CH:21][CH:20]=[CH:19][CH:18]=1)[C:11]1[CH:16]=[CH:15][CH:14]=[CH:13][CH:12]=1.CC(C)([O-])C.[K+]. The product is [C:10](=[N:23][NH:24][C:2]1[C:7]([CH3:8])=[CH:6][C:5]([F:9])=[CH:4][N:3]=1)([C:17]1[CH:18]=[CH:19][CH:20]=[CH:21][CH:22]=1)[C:11]1[CH:16]=[CH:15][CH:14]=[CH:13][CH:12]=1. The yield is 0.640. The catalyst is C1(C)C=CC=CC=1.C1(B(O)O)C=CC=CC=1.